From a dataset of Forward reaction prediction with 1.9M reactions from USPTO patents (1976-2016). Predict the product of the given reaction. (1) Given the reactants [OH-].[Na+].[CH:3]1([CH2:9][O:10][C:11]2[C:12]3[N:13]([C:17]([C:22]([O:24]CC)=[O:23])=[C:18]([CH2:20][CH3:21])[N:19]=3)[CH:14]=[CH:15][CH:16]=2)[CH2:8][CH2:7][CH2:6][CH2:5][CH2:4]1.Cl, predict the reaction product. The product is: [CH:3]1([CH2:9][O:10][C:11]2[C:12]3[N:13]([C:17]([C:22]([OH:24])=[O:23])=[C:18]([CH2:20][CH3:21])[N:19]=3)[CH:14]=[CH:15][CH:16]=2)[CH2:4][CH2:5][CH2:6][CH2:7][CH2:8]1. (2) Given the reactants [C:1]([O:5][C:6]([NH:8][C:9]1[CH:14]=[CH:13][CH:12]=[CH:11][C:10]=1[NH:15][C:16](=[O:30])[C:17]1[CH:22]=[CH:21][C:20]([C:23]2[CH:28]=[CH:27][N:26]=[C:25](Cl)[N:24]=2)=[CH:19][CH:18]=1)=[O:7])([CH3:4])([CH3:3])[CH3:2].[CH3:31][N:32]1[CH2:37][CH2:36][NH:35][CH2:34][CH2:33]1, predict the reaction product. The product is: [C:1]([O:5][C:6]([NH:8][C:9]1[CH:14]=[CH:13][CH:12]=[CH:11][C:10]=1[NH:15][C:16](=[O:30])[C:17]1[CH:22]=[CH:21][C:20]([C:23]2[CH:28]=[CH:27][N:26]=[C:25]([N:35]3[CH2:36][CH2:37][N:32]([CH3:31])[CH2:33][CH2:34]3)[N:24]=2)=[CH:19][CH:18]=1)=[O:7])([CH3:4])([CH3:3])[CH3:2]. (3) Given the reactants I[C:2]1[CH:9]=[CH:8][C:5]([CH:6]=[O:7])=[CH:4][CH:3]=1.[F:10][CH2:11][CH:12]1[CH2:15][N:14]([CH2:16][CH2:17][OH:18])[CH2:13]1, predict the reaction product. The product is: [F:10][CH2:11][CH:12]1[CH2:15][N:14]([CH2:16][CH2:17][O:18][C:2]2[CH:9]=[CH:8][C:5]([CH:6]=[O:7])=[CH:4][CH:3]=2)[CH2:13]1. (4) The product is: [CH:1]1([C:4]2[N:8]([CH3:9])[C:7]3[C:10]([C:27]4[C:23]([CH3:22])=[N:24][NH:25][C:26]=4[CH3:37])=[CH:11][C:12]([C:14]4[C:15]([CH3:20])=[N:16][O:17][C:18]=4[CH3:19])=[CH:13][C:6]=3[N:5]=2)[CH2:3][CH2:2]1. Given the reactants [CH:1]1([C:4]2[N:8]([CH3:9])[C:7]3[C:10](I)=[CH:11][C:12]([C:14]4[C:15]([CH3:20])=[N:16][O:17][C:18]=4[CH3:19])=[CH:13][C:6]=3[N:5]=2)[CH2:3][CH2:2]1.[CH3:22][C:23]1[C:27](B2OC(C)(C)C(C)(C)O2)=[C:26]([CH3:37])[NH:25][N:24]=1.C([O-])([O-])=O.[Cs+].[Cs+], predict the reaction product. (5) Given the reactants [H-].[Na+].[C:3]([O:7][C:8]([N:10]1[CH2:14][CH2:13][CH:12]([CH2:15][CH2:16][CH2:17][OH:18])[CH2:11]1)=[O:9])([CH3:6])([CH3:5])[CH3:4].[CH2:19](Br)[C:20]1[CH:25]=[CH:24][CH:23]=[CH:22][CH:21]=1, predict the reaction product. The product is: [CH2:19]([O:18][CH2:17][CH2:16][CH2:15][CH:12]1[CH2:13][CH2:14][N:10]([C:8]([O:7][C:3]([CH3:6])([CH3:5])[CH3:4])=[O:9])[CH2:11]1)[C:20]1[CH:25]=[CH:24][CH:23]=[CH:22][CH:21]=1. (6) Given the reactants [NH2:1][C@@H:2]([C:6]([OH:8])=[O:7])[CH:3]([CH3:5])[CH3:4].C(=O)([O-])[O-].[Na+].[Na+].Cl[C:16]([O:18][CH3:19])=[O:17], predict the reaction product. The product is: [CH3:19][O:18][C:16]([NH:1][CH:2]([CH:3]([CH3:5])[CH3:4])[C:6]([OH:8])=[O:7])=[O:17]. (7) The product is: [C:12]([NH:2][CH:3]([C:8]([O:10][CH3:11])=[O:9])[C:4]([O:6][CH3:7])=[O:5])([O:14][C:15]([CH3:18])([CH3:17])[CH3:16])=[O:13]. Given the reactants Cl.[NH2:2][CH:3]([C:8]([O:10][CH3:11])=[O:9])[C:4]([O:6][CH3:7])=[O:5].[C:12](O[C:12]([O:14][C:15]([CH3:18])([CH3:17])[CH3:16])=[O:13])([O:14][C:15]([CH3:18])([CH3:17])[CH3:16])=[O:13].C(N(CC)CC)C, predict the reaction product. (8) Given the reactants Cl.[NH2:2]O.[OH-].[K+].COCCOCCOC.[NH:15]1[C:19]2[CH:20]=[CH:21][CH:22]=[CH:23][C:18]=2[N:17]=[C:16]1[C:24](=[N:27][OH:28])[C:25]#[N:26], predict the reaction product. The product is: [NH:15]1[C:19]2[CH:20]=[CH:21][CH:22]=[CH:23][C:18]=2[N:17]=[C:16]1[C:24]1[C:25]([NH2:2])=[N:26][O:28][N:27]=1. (9) Given the reactants [CH3:1][NH:2][C:3](=O)[C:4]1[CH:9]=[CH:8][CH:7]=[CH:6][C:5]=1[O:10][C:11]1[CH:16]=[CH:15][CH:14]=[CH:13][CH:12]=1.[BH4-].[Na+].II.CO, predict the reaction product. The product is: [CH3:1][NH:2][CH2:3][C:4]1[CH:9]=[CH:8][CH:7]=[CH:6][C:5]=1[O:10][C:11]1[CH:16]=[CH:15][CH:14]=[CH:13][CH:12]=1. (10) Given the reactants Br[C:2]1[CH:3]=[C:4]2[C:8](=[CH:9][CH:10]=1)[N:7](COCC[Si](C)(C)C)[N:6]=[C:5]2[NH:19][C:20]1[N:24]([C@H:25]2[CH2:30][CH2:29][C@H:28]([O:31][Si](C(C)(C)C)(C)C)[CH2:27][CH2:26]2)[C:23]2[CH:39]=[CH:40][C:41]([C:43]([O:45][CH2:46][CH3:47])=[O:44])=[CH:42][C:22]=2[N:21]=1.O1[CH2:53][CH2:52][O:51][CH2:50]C1.C(=O)([O-])[O-].[Na+].[Na+].ClCCl, predict the reaction product. The product is: [OH:31][C@H:28]1[CH2:29][CH2:30][C@H:25]([N:24]2[C:23]3[CH:39]=[CH:40][C:41]([C:43]([O:45][CH2:46][CH3:47])=[O:44])=[CH:42][C:22]=3[N:21]=[C:20]2[NH:19][C:5]2[C:4]3[C:8](=[CH:9][CH:10]=[C:2]([C:4]4[CH:5]=[N:19][CH:20]=[CH:53][C:52]=4[O:51][CH3:50])[CH:3]=3)[NH:7][N:6]=2)[CH2:26][CH2:27]1.